Dataset: Full USPTO retrosynthesis dataset with 1.9M reactions from patents (1976-2016). Task: Predict the reactants needed to synthesize the given product. (1) Given the product [Cl:1][C:2]1[CH:3]=[CH:4][C:5]([CH2:6][N:7]([CH2:28][C:29]2[CH:30]=[CH:31][C:32]([Cl:35])=[CH:33][CH:34]=2)[C:8](=[O:27])[CH2:9][O:10][C:11]2[CH:12]=[CH:13][C:14]([CH2:17][C@H:18]([O:24][CH2:25][CH3:26])[C:19]([OH:21])=[O:20])=[CH:15][CH:16]=2)=[CH:36][CH:37]=1, predict the reactants needed to synthesize it. The reactants are: [Cl:1][C:2]1[CH:37]=[CH:36][C:5]([CH2:6][N:7]([CH2:28][C:29]2[CH:34]=[CH:33][C:32]([Cl:35])=[CH:31][CH:30]=2)[C:8](=[O:27])[CH2:9][O:10][C:11]2[CH:16]=[CH:15][C:14]([CH2:17][C@H:18]([O:24][CH2:25][CH3:26])[C:19]([O:21]CC)=[O:20])=[CH:13][CH:12]=2)=[CH:4][CH:3]=1.[Li+].[OH-]. (2) Given the product [F:1][C:2]1[CH:29]=[C:28]([F:30])[CH:27]=[CH:26][C:3]=1[O:4][C:5]1[CH:10]=[CH:9][C:8]([N+:11]([O-:13])=[O:12])=[CH:7][C:6]=1[C:14]1[C:22]2[CH:21]=[CH:20][NH:19][C:18](=[O:23])[C:17]=2[N:16]([CH3:25])[CH:15]=1, predict the reactants needed to synthesize it. The reactants are: [F:1][C:2]1[CH:29]=[C:28]([F:30])[CH:27]=[CH:26][C:3]=1[O:4][C:5]1[CH:10]=[CH:9][C:8]([N+:11]([O-:13])=[O:12])=[CH:7][C:6]=1[C:14]1[C:22]2[C:17](=[C:18]([O:23]C)[N:19]=[CH:20][CH:21]=2)[N:16]([CH3:25])[CH:15]=1.Cl. (3) Given the product [Cl:10][CH2:11][CH2:12][CH2:13][C:14]([N:1]1[C:9]2[C:4](=[CH:5][CH:6]=[CH:7][CH:8]=2)[CH2:3][CH2:2]1)=[O:15], predict the reactants needed to synthesize it. The reactants are: [NH:1]1[C:9]2[C:4](=[CH:5][CH:6]=[CH:7][CH:8]=2)[CH2:3][CH2:2]1.[Cl:10][CH2:11][CH2:12][CH2:13][C:14](Cl)=[O:15]. (4) Given the product [CH2:18]([O:20][C:21]([C:23]1([CH2:29][CH:30]2[CH2:31][CH2:32]2)[CH2:24][CH2:25][N:26]([C:14]([C:11]2[CH:10]=[CH:9][C:8]([C:5]3[CH:4]=[CH:3][C:2]([F:1])=[CH:7][CH:6]=3)=[CH:13][CH:12]=2)=[O:16])[CH2:27][CH2:28]1)=[O:22])[CH3:19], predict the reactants needed to synthesize it. The reactants are: [F:1][C:2]1[CH:7]=[CH:6][C:5]([C:8]2[CH:13]=[CH:12][C:11]([C:14]([OH:16])=O)=[CH:10][CH:9]=2)=[CH:4][CH:3]=1.Cl.[CH2:18]([O:20][C:21]([C:23]1([CH2:29][CH:30]2[CH2:32][CH2:31]2)[CH2:28][CH2:27][NH:26][CH2:25][CH2:24]1)=[O:22])[CH3:19].CN(C(ON1N=NC2C=CC=CC1=2)=[N+](C)C)C.[B-](F)(F)(F)F.CCN(C(C)C)C(C)C. (5) Given the product [CH3:17][O:16][C:4]1[CH:5]=[C:6]2[C:10](=[C:2]([NH:1][S:23]([C:19]3[S:18][CH:22]=[CH:21][CH:20]=3)(=[O:25])=[O:24])[CH:3]=1)[NH:9][C:8]([C:11]([O:13][CH2:14][CH3:15])=[O:12])=[CH:7]2, predict the reactants needed to synthesize it. The reactants are: [NH2:1][C:2]1[CH:3]=[C:4]([O:16][CH3:17])[CH:5]=[C:6]2[C:10]=1[NH:9][C:8]([C:11]([O:13][CH2:14][CH3:15])=[O:12])=[CH:7]2.[S:18]1[CH:22]=[CH:21][CH:20]=[C:19]1[S:23](Cl)(=[O:25])=[O:24].